The task is: Predict the reactants needed to synthesize the given product.. This data is from Full USPTO retrosynthesis dataset with 1.9M reactions from patents (1976-2016). (1) Given the product [N:17]1[C:6]2[C:5](=[CH:10][CH:9]=[CH:8][CH:7]=2)[N:18]=[CH:11][CH:12]=1, predict the reactants needed to synthesize it. The reactants are: BrCC([C:5]1[CH:10]=[CH:9][CH:8]=[CH:7][CH:6]=1)=O.[C:11]1([NH2:18])C=CC=C[C:12]=1[NH2:17].C([O-])(=O)C.[Na+]. (2) Given the product [OH:11][C:9]1[CH:8]=[CH:7][CH:6]=[C:5]2[C:10]=1[CH:2]([NH:1][CH:12]=[O:14])[CH2:3][CH2:4]2, predict the reactants needed to synthesize it. The reactants are: [NH2:1][CH:2]1[C:10]2[C:9]([OH:11])=[CH:8][CH:7]=[CH:6][C:5]=2[CH2:4][CH2:3]1.[CH2:12]([O:14]C=O)C. (3) Given the product [NH2:2][C:3]1[CH:8]=[CH:7][C:6]([CH2:9][C:10]([NH2:14])=[O:12])=[CH:5][CH:4]=1, predict the reactants needed to synthesize it. The reactants are: Cl.[NH2:2][C:3]1[CH:8]=[CH:7][C:6]([CH2:9][C:10]([O:12]C)=O)=[CH:5][CH:4]=1.[NH3:14]. (4) Given the product [CH2:17]([C:3]1([C:7]([O:9][CH3:10])=[O:8])[CH2:4][CH2:5][CH2:6][C:2]1=[O:1])[CH3:18], predict the reactants needed to synthesize it. The reactants are: [O:1]=[C:2]1[CH2:6][CH2:5][CH2:4][CH:3]1[C:7]([O:9][CH3:10])=[O:8].C(=O)([O-])[O-].[K+].[K+].[CH2:17](I)[CH3:18].